Regression. Given a peptide amino acid sequence and an MHC pseudo amino acid sequence, predict their binding affinity value. This is MHC class I binding data. From a dataset of Peptide-MHC class I binding affinity with 185,985 pairs from IEDB/IMGT. (1) The peptide sequence is KAIIDTAQF. The MHC is HLA-A25:01 with pseudo-sequence HLA-A25:01. The binding affinity (normalized) is 0.0847. (2) The MHC is HLA-A02:01 with pseudo-sequence HLA-A02:01. The peptide sequence is LIFNVKSKL. The binding affinity (normalized) is 0.275. (3) The peptide sequence is INDDDNPGH. The MHC is HLA-A02:01 with pseudo-sequence HLA-A02:01. The binding affinity (normalized) is 0.0292. (4) The peptide sequence is KLRSNALSL. The MHC is BoLA-T2b with pseudo-sequence BoLA-T2b. The binding affinity (normalized) is 0.0641. (5) The peptide sequence is GRIPVSDIF. The MHC is HLA-A29:02 with pseudo-sequence HLA-A29:02. The binding affinity (normalized) is 0.0847. (6) The peptide sequence is GYKIAGGII. The MHC is H-2-Kd with pseudo-sequence H-2-Kd. The binding affinity (normalized) is 0.345. (7) The MHC is HLA-A69:01 with pseudo-sequence HLA-A69:01. The binding affinity (normalized) is 0.0847. The peptide sequence is FSFEIALLK. (8) The peptide sequence is ILLILSCIFA. The MHC is HLA-A02:03 with pseudo-sequence HLA-A02:03. The binding affinity (normalized) is 0.471.